From a dataset of Full USPTO retrosynthesis dataset with 1.9M reactions from patents (1976-2016). Predict the reactants needed to synthesize the given product. (1) Given the product [I:21][C:13]1[C:7]2[C:8](=[N:9][CH:10]=[C:5]([NH:4][CH:1]([CH3:3])[CH3:2])[CH:6]=2)[NH:11][CH:12]=1, predict the reactants needed to synthesize it. The reactants are: [CH:1]([NH:4][C:5]1[CH:6]=[C:7]2[CH:13]=[CH:12][NH:11][C:8]2=[N:9][CH:10]=1)([CH3:3])[CH3:2].C1C(=O)N([I:21])C(=O)C1. (2) Given the product [CH2:1]([O:5][C:9]1[CH:14]=[CH:13][C:12]([S:15]([N:18]([CH3:26])[CH:19]([CH:23]([CH3:24])[CH3:25])[C:20]([OH:22])=[O:21])(=[O:17])=[O:16])=[CH:11][CH:10]=1)[C:2]#[C:3][CH3:4], predict the reactants needed to synthesize it. The reactants are: [CH2:1]([OH:5])[C:2]#[C:3][CH3:4].[H-].[Na+].F[C:9]1[CH:14]=[CH:13][C:12]([S:15]([N:18]([CH3:26])[CH:19]([CH:23]([CH3:25])[CH3:24])[C:20]([OH:22])=[O:21])(=[O:17])=[O:16])=[CH:11][CH:10]=1.Cl.